From a dataset of Forward reaction prediction with 1.9M reactions from USPTO patents (1976-2016). Predict the product of the given reaction. Given the reactants [CH3:1][O:2][C:3]1[C:8]2[N:9]=[C:10]([C:12]([CH:14]3[CH2:19][CH2:18][NH:17][CH2:16][CH2:15]3)=[O:13])[S:11][C:7]=2[CH:6]=[CH:5][CH:4]=1.[O:20]1[CH2:22][CH:21]1[C:23]1[CH:32]=[CH:31][C:26]2[O:27][CH2:28][CH2:29][O:30][C:25]=2[CH:24]=1.Cl([O-])(=O)(=O)=O.[Li+].C(=O)([O-])[O-].[K+].[K+], predict the reaction product. The product is: [O:27]1[C:26]2[CH:31]=[CH:32][C:23]([CH:21]([OH:20])[CH2:22][N:17]3[CH2:18][CH2:19][CH:14]([C:12]([C:10]4[S:11][C:7]5[CH:6]=[CH:5][CH:4]=[C:3]([O:2][CH3:1])[C:8]=5[N:9]=4)=[O:13])[CH2:15][CH2:16]3)=[CH:24][C:25]=2[O:30][CH2:29][CH2:28]1.